This data is from Catalyst prediction with 721,799 reactions and 888 catalyst types from USPTO. The task is: Predict which catalyst facilitates the given reaction. (1) Reactant: [CH2:1]([NH:8][C@H:9]([C:12]([OH:14])=[O:13])[CH2:10][OH:11])[C:2]1[CH:7]=[CH:6][CH:5]=[CH:4][CH:3]=1.Cl[CH2:16][C:17](Cl)=[O:18]. Product: [O:18]=[C:17]1[N:8]([CH2:1][C:2]2[CH:7]=[CH:6][CH:5]=[CH:4][CH:3]=2)[C@H:9]([C:12]([OH:14])=[O:13])[CH2:10][O:11][CH2:16]1. The catalyst class is: 74. (2) Reactant: [CH3:1][C:2]1[CH:6]=[C:5]([NH2:7])[N:4]([C:8]2[CH:13]=[CH:12][N:11]=[CH:10][CH:9]=2)[N:3]=1.[CH:14]1([C:17](=O)[CH2:18][C:19](=O)[C:20]([O:22][CH2:23][CH3:24])=[O:21])[CH2:16][CH2:15]1.C1C=CC=CC=1. Product: [CH:14]1([C:17]2[CH:18]=[C:19]([C:20]([O:22][CH2:23][CH3:24])=[O:21])[C:6]3[C:2]([CH3:1])=[N:3][N:4]([C:8]4[CH:13]=[CH:12][N:11]=[CH:10][CH:9]=4)[C:5]=3[N:7]=2)[CH2:15][CH2:16]1. The catalyst class is: 15. (3) Reactant: C1C=CC2N(O)N=NC=2C=1.CCN(C(C)C)C(C)C.[Cl:20][C:21]1[CH:29]=[C:28]([Cl:30])[C:27]([F:31])=[CH:26][C:22]=1[C:23]([OH:25])=O.CCN=C=NCCCN(C)C.Cl.Cl.[C:45]1([C:63]2[CH:68]=[CH:67][CH:66]=[CH:65][CH:64]=2)[CH:50]=[CH:49][C:48]([NH:51][C:52](=[O:62])[CH2:53][C:54](=[O:61])[N:55]2[CH2:60][CH2:59][NH:58][CH2:57][CH2:56]2)=[CH:47][CH:46]=1. Product: [C:45]1([C:63]2[CH:68]=[CH:67][CH:66]=[CH:65][CH:64]=2)[CH:46]=[CH:47][C:48]([NH:51][C:52](=[O:62])[CH2:53][C:54]([N:55]2[CH2:56][CH2:57][N:58]([C:23](=[O:25])[C:22]3[CH:26]=[C:27]([F:31])[C:28]([Cl:30])=[CH:29][C:21]=3[Cl:20])[CH2:59][CH2:60]2)=[O:61])=[CH:49][CH:50]=1. The catalyst class is: 18. (4) Reactant: [NH3:1].[F:2][C:3]1[N:8]=[C:7]([F:9])[CH:6]=[CH:5][N:4]=1. Product: [F:9][C:7]1[CH:6]=[CH:5][N:4]=[C:3]([NH2:1])[N:8]=1.[F:2][C:3]1[N:8]=[C:7]([NH2:1])[CH:6]=[CH:5][N:4]=1. The catalyst class is: 5. (5) Reactant: C(OC([N:8]1[CH2:13][CH2:12][CH:11]([O:14][C:15]2[CH:20]=[CH:19][C:18]([C:21]3[C:29]4[C:24](=[CH:25][CH:26]=[C:27]([NH:30][C:31](=[O:43])[CH:32]([N:38]5[CH2:42][CH2:41][CH2:40][CH2:39]5)[C:33]5[CH:37]=[CH:36][S:35][CH:34]=5)[CH:28]=4)[NH:23][N:22]=3)=[CH:17][C:16]=2[Cl:44])[CH2:10][CH2:9]1)=O)(C)(C)C.C(O)(C(F)(F)F)=O. Product: [Cl:44][C:16]1[CH:17]=[C:18]([C:21]2[C:29]3[C:24](=[CH:25][CH:26]=[C:27]([NH:30][C:31](=[O:43])[CH:32]([N:38]4[CH2:39][CH2:40][CH2:41][CH2:42]4)[C:33]4[CH:37]=[CH:36][S:35][CH:34]=4)[CH:28]=3)[NH:23][N:22]=2)[CH:19]=[CH:20][C:15]=1[O:14][CH:11]1[CH2:10][CH2:9][NH:8][CH2:13][CH2:12]1. The catalyst class is: 2. (6) Reactant: S(=O)(=O)(O)[OH:2].[CH2:6]([N:13]1[CH2:18][CH2:17][C:16]([CH2:21][C:22]#[N:23])([C:19]#N)[CH2:15][CH2:14]1)[C:7]1[CH:12]=[CH:11][CH:10]=[CH:9][CH:8]=1.[OH-:24].[Na+]. Product: [CH2:6]([N:13]1[CH2:14][CH2:15][C:16]2([C:19](=[O:24])[NH:23][C:22](=[O:2])[CH2:21]2)[CH2:17][CH2:18]1)[C:7]1[CH:8]=[CH:9][CH:10]=[CH:11][CH:12]=1. The catalyst class is: 15. (7) Reactant: [O:1]=[C:2]([NH:19][C:20]1[O:24][N:23]=[C:22]([C:25]2[CH:30]=[CH:29][N:28]=[CH:27][CH:26]=2)[CH:21]=1)[C@@H:3]([NH:11]C(=O)OC(C)(C)C)[CH2:4][C:5]1[CH:10]=[CH:9][CH:8]=[CH:7][CH:6]=1.C(O)(C(F)(F)F)=O. Product: [NH2:11][C@@H:3]([CH2:4][C:5]1[CH:6]=[CH:7][CH:8]=[CH:9][CH:10]=1)[C:2]([NH:19][C:20]1[O:24][N:23]=[C:22]([C:25]2[CH:26]=[CH:27][N:28]=[CH:29][CH:30]=2)[CH:21]=1)=[O:1]. The catalyst class is: 2. (8) Reactant: [Cl:1][C:2]1[C:3]([N:8]2[CH2:17][CH2:16][C:15]3[C:14]([NH:18][C:19]4[CH:28]=[C:27]5[C:22]([C:23]([CH3:33])([CH3:32])[CH2:24][CH2:25][N:26]5C(=O)C)=[CH:21][CH:20]=4)=[N:13][CH:12]=[N:11][C:10]=3[CH2:9]2)=[N:4][CH:5]=[CH:6][CH:7]=1.Cl.C([O-])(O)=O.[Na+]. Product: [Cl:1][C:2]1[C:3]([N:8]2[CH2:17][CH2:16][C:15]3[C:14]([NH:18][C:19]4[CH:28]=[C:27]5[C:22]([C:23]([CH3:33])([CH3:32])[CH2:24][CH2:25][NH:26]5)=[CH:21][CH:20]=4)=[N:13][CH:12]=[N:11][C:10]=3[CH2:9]2)=[N:4][CH:5]=[CH:6][CH:7]=1. The catalyst class is: 10.